Task: Predict the product of the given reaction.. Dataset: Forward reaction prediction with 1.9M reactions from USPTO patents (1976-2016) (1) Given the reactants Cl[C:2]1[C:7]([C:8]([F:11])([F:10])[F:9])=[CH:6][N:5]=[C:4]([NH:12][C:13]2[CH:27]=[CH:26][C:16]([CH2:17][P:18](=[O:25])([O:22][CH2:23][CH3:24])[O:19][CH2:20][CH3:21])=[CH:15][CH:14]=2)[N:3]=1.[NH2:28][C:29]1[CH:30]=[CH:31][C:32]([Br:41])=[C:33]2[C:38]=1[C:37](=[O:39])[N:36]([CH3:40])[CH:35]=[CH:34]2, predict the reaction product. The product is: [Br:41][C:32]1[CH:31]=[CH:30][C:29]([NH:28][C:2]2[C:7]([C:8]([F:10])([F:9])[F:11])=[CH:6][N:5]=[C:4]([NH:12][C:13]3[CH:14]=[CH:15][C:16]([CH2:17][P:18](=[O:25])([O:22][CH2:23][CH3:24])[O:19][CH2:20][CH3:21])=[CH:26][CH:27]=3)[N:3]=2)=[C:38]2[C:33]=1[CH:34]=[CH:35][N:36]([CH3:40])[C:37]2=[O:39]. (2) Given the reactants Cl[CH:2]([CH2:5][CH2:6][CH2:7][CH2:8][CH2:9][CH2:10][CH2:11][CH2:12][CH2:13][CH3:14])[CH:3]=[O:4].[O:15]=[C:16]([C:23]1[CH:28]=[CH:27][CH:26]=[CH:25][CH:24]=1)/[CH:17]=[CH:18]/[C:19]([O:21][CH3:22])=[O:20], predict the reaction product. The product is: [CH2:5]([C@H:2]1[C@@H:18]([C:19]([O:21][CH3:22])=[O:20])[CH:17]=[C:16]([C:23]2[CH:28]=[CH:27][CH:26]=[CH:25][CH:24]=2)[O:15][C:3]1=[O:4])[CH2:6][CH2:7][CH2:8][CH2:9][CH2:10][CH2:11][CH2:12][CH2:13][CH3:14].